Dataset: Catalyst prediction with 721,799 reactions and 888 catalyst types from USPTO. Task: Predict which catalyst facilitates the given reaction. Reactant: Cl[CH2:2][C:3]([N:5]1[CH2:10][CH2:9][N:8]([C:11]2[CH:16]=[CH:15][C:14]([Cl:17])=[C:13]([O:18][CH3:19])[CH:12]=2)[CH2:7][CH2:6]1)=[O:4].[NH:20]1[CH2:24][CH2:23][NH:22][C:21]1=[O:25].C([O-])([O-])=O.[K+].[K+]. Product: [Cl:17][C:14]1[CH:15]=[CH:16][C:11]([N:8]2[CH2:9][CH2:10][N:5]([C:3](=[O:4])[CH2:2][N:20]3[CH2:24][CH2:23][NH:22][C:21]3=[O:25])[CH2:6][CH2:7]2)=[CH:12][C:13]=1[O:18][CH3:19]. The catalyst class is: 37.